This data is from Reaction yield outcomes from USPTO patents with 853,638 reactions. The task is: Predict the reaction yield, written as a fraction of the theoretical maximum amount of product (1.0 means a 100% yield; for example, 0.34 means a 34% yield). (1) The reactants are [S:1]1[C:5]2[CH:6]=[CH:7][CH:8]=[CH:9][C:4]=2[N:3]=[C:2]1[NH2:10].[CH2:11]([O:13][C:14](=[O:17])[CH2:15][Br:16])[CH3:12]. The catalyst is CC(C)=O. The product is [BrH:16].[CH2:11]([O:13][C:14](=[O:17])[CH2:15][N:3]1[C:4]2[CH:9]=[CH:8][CH:7]=[CH:6][C:5]=2[S:1][C:2]1=[NH:10])[CH3:12]. The yield is 0.860. (2) The reactants are [F:1][C:2]1[CH:3]=[C:4]([C:8]2[CH:9]=[C:10]([CH3:33])[C:11]([CH3:32])=[C:12]([CH2:14][NH:15][C:16]3[C:17]([CH3:31])=[C:18]([CH:27]=[CH:28][C:29]=3[CH3:30])[O:19][CH2:20][C:21]([O:23]C(C)C)=[O:22])[CH:13]=2)[CH:5]=[CH:6][CH:7]=1.[OH-].[Na+]. The catalyst is C1COCC1.CO. The product is [F:1][C:2]1[CH:3]=[C:4]([C:8]2[CH:9]=[C:10]([CH3:33])[C:11]([CH3:32])=[C:12]([CH2:14][NH:15][C:16]3[C:17]([CH3:31])=[C:18]([CH:27]=[CH:28][C:29]=3[CH3:30])[O:19][CH2:20][C:21]([OH:23])=[O:22])[CH:13]=2)[CH:5]=[CH:6][CH:7]=1. The yield is 0.270.